From a dataset of Reaction yield outcomes from USPTO patents with 853,638 reactions. Predict the reaction yield, written as a fraction of the theoretical maximum amount of product (1.0 means a 100% yield; for example, 0.34 means a 34% yield). (1) The reactants are [Br:1][C:2]1[CH:10]=[C:6]([C:7]([OH:9])=O)[C:5]([OH:11])=[CH:4][CH:3]=1.[NH2:12][C:13]1[O:14][C:15]([C:23]2[O:24][CH:25]=[CH:26][CH:27]=2)=[C:16]([C:18]2[O:19][CH:20]=[CH:21][CH:22]=2)[N:17]=1. No catalyst specified. The product is [Br:1][C:2]1[CH:3]=[CH:4][C:5]([OH:11])=[C:6]([CH:10]=1)[C:7]([NH:12][C:13]1[O:14][C:15]([C:23]2[O:24][CH:25]=[CH:26][CH:27]=2)=[C:16]([C:18]2[O:19][CH:20]=[CH:21][CH:22]=2)[N:17]=1)=[O:9]. The yield is 0.129. (2) The reactants are Br[CH2:2][C:3]([C:5]1[CH:10]=[CH:9][CH:8]=[CH:7][CH:6]=1)=O.[CH2:11]([NH:18][C:19]([NH2:21])=[S:20])[C:12]1[CH:17]=[CH:16][CH:15]=[CH:14][CH:13]=1.[H-].[Na+].Cl[CH2:25][C:26]1[CH:45]=[CH:44][C:29]([CH2:30][O:31][C:32]2[CH:37]=[CH:36][C:35]([CH2:38][CH2:39][C:40]([O:42]C)=[O:41])=[CH:34][CH:33]=2)=[CH:28][CH:27]=1. The catalyst is O.CN(C)C=O. The product is [CH2:11]([N:18]([CH2:25][C:26]1[CH:45]=[CH:44][C:29]([CH2:30][O:31][C:32]2[CH:37]=[CH:36][C:35]([CH2:38][CH2:39][C:40]([OH:42])=[O:41])=[CH:34][CH:33]=2)=[CH:28][CH:27]=1)[C:19]1[S:20][CH:2]=[C:3]([C:5]2[CH:10]=[CH:9][CH:8]=[CH:7][CH:6]=2)[N:21]=1)[C:12]1[CH:17]=[CH:16][CH:15]=[CH:14][CH:13]=1. The yield is 0.410. (3) The reactants are O.[OH-].[Li+].C([O:6][C:7]([CH:9]1[CH2:14][CH2:13][N:12]([CH2:15][CH2:16][C:17]([CH3:20])([CH3:19])[CH3:18])[CH2:11][CH2:10]1)=[O:8])C. The catalyst is C1COCC1.O. The product is [CH3:18][C:17]([CH3:20])([CH3:19])[CH2:16][CH2:15][N:12]1[CH2:13][CH2:14][CH:9]([C:7]([OH:8])=[O:6])[CH2:10][CH2:11]1. The yield is 0.870. (4) The reactants are Br[C:2]1[CH:7]=[CH:6][C:5]([N+:8]([O-:10])=[O:9])=[CH:4][N:3]=1.[NH:11]1[CH2:16][CH2:15][O:14][CH2:13][CH2:12]1. The catalyst is ClCCl. The product is [N+:8]([C:5]1[CH:6]=[CH:7][C:2]([N:11]2[CH2:16][CH2:15][O:14][CH2:13][CH2:12]2)=[N:3][CH:4]=1)([O-:10])=[O:9]. The yield is 0.950. (5) The reactants are C(N[C:6]([C@:8]1([N:25]([C@H](C2C=CC=CC=2)C)C(=O)C)[CH2:12][CH2:11][CH2:10][C@@H:9]1[CH2:13][CH2:14][CH2:15][B:16]1[O:20]C(C)(C)C(C)(C)[O:17]1)=[O:7])(C)(C)C.N.[Li].[O:39]1CCCC1. No catalyst specified. The product is [NH2:25][C@@:8]1([C:6]([OH:7])=[O:39])[CH2:12][CH2:11][CH2:10][C@@H:9]1[CH2:13][CH2:14][CH2:15][B:16]([OH:20])[OH:17]. The yield is 0.500. (6) The reactants are OO.[Br:3][C:4]1[CH:9]=[CH:8][CH:7]=[CH:6][C:5]=1[S:10]([C:13]1([C:18]#[N:19])[CH2:17][CH2:16][CH2:15][CH2:14]1)(=[O:12])=[O:11].C([O-])([O-])=[O:21].[K+].[K+].CS(C)=O. The catalyst is O. The product is [Br:3][C:4]1[CH:9]=[CH:8][CH:7]=[CH:6][C:5]=1[S:10]([C:13]1([C:18]([NH2:19])=[O:21])[CH2:17][CH2:16][CH2:15][CH2:14]1)(=[O:12])=[O:11]. The yield is 0.890. (7) The reactants are [H-].[Na+].[F:3][C:4]([F:19])([F:18])[CH:5]([C:7]1[CH:12]=[CH:11][CH:10]=[CH:9][C:8]=1[C:13]1[CH:17]=[CH:16][O:15][CH:14]=1)[OH:6].[Cl:20][C:21]1[CH:26]=[C:25](Cl)[N:24]=[CH:23][N:22]=1.O. The catalyst is C1COCC1. The product is [Cl:20][C:21]1[CH:26]=[C:25]([O:6][CH:5]([C:7]2[CH:12]=[CH:11][CH:10]=[CH:9][C:8]=2[C:13]2[CH:17]=[CH:16][O:15][CH:14]=2)[C:4]([F:3])([F:18])[F:19])[N:24]=[CH:23][N:22]=1. The yield is 0.940. (8) The reactants are [CH3:1]/[C:2](=[CH:8]\[C:9](=[O:11])[CH3:10])/[C:3]([O:5][CH2:6][CH3:7])=[O:4].[BH4-].[Na+].Cl. The catalyst is CO. The yield is 0.790. The product is [OH:11][CH:9]([CH3:10])/[CH:8]=[C:2](\[CH3:1])/[C:3]([O:5][CH2:6][CH3:7])=[O:4]. (9) The reactants are [O:1]=[C:2]([C:51]1[CH:56]=[CH:55][CH:54]=[CH:53][CH:52]=1)[C:3]([NH:5][C:6]1[CH:11]=[CH:10][CH:9]=[C:8]([C:12]2[C:20]3[C:15](=[CH:16][CH:17]=[C:18]([C:21]4[N:25]=[CH:24][N:23](C(C5C=CC=CC=5)(C5C=CC=CC=5)C5C=CC=CC=5)[N:22]=4)[CH:19]=3)[N:14](C3CCCCO3)[N:13]=2)[CH:7]=1)=[O:4]. The catalyst is Cl.O1CCOCC1. The product is [NH:23]1[CH:24]=[N:25][C:21]([C:18]2[CH:19]=[C:20]3[C:15](=[CH:16][CH:17]=2)[NH:14][N:13]=[C:12]3[C:8]2[CH:7]=[C:6]([NH:5][C:3](=[O:4])[C:2](=[O:1])[C:51]3[CH:52]=[CH:53][CH:54]=[CH:55][CH:56]=3)[CH:11]=[CH:10][CH:9]=2)=[N:22]1. The yield is 0.140. (10) The reactants are [NH2:1][C:2]1[N:7]=[C:6]([C:8]2[CH:13]=[CH:12][C:11]([Cl:14])=[C:10]([O:15][CH3:16])[C:9]=2[F:17])[N:5]=C(C(O)=O)[C:3]=1Br.[CH3:22][S-:23].[Na+].[C:25]([O:28][CH2:29]C)(=[O:27])[CH3:26].Cl. The catalyst is CN(C=O)C.O. The product is [CH3:29][O:28][C:25]([C:26]1[C:3]([S:23][CH3:22])=[C:2]([NH2:1])[N:7]=[C:6]([C:8]2[CH:13]=[CH:12][C:11]([Cl:14])=[C:10]([O:15][CH3:16])[C:9]=2[F:17])[N:5]=1)=[O:27]. The yield is 0.127.